This data is from Full USPTO retrosynthesis dataset with 1.9M reactions from patents (1976-2016). The task is: Predict the reactants needed to synthesize the given product. Given the product [NH2:5][C:6]([CH3:27])([CH3:26])[CH2:7][C:8]1[CH:9]=[CH:10][C:11]([S:14]([C:17]2[CH:18]=[C:19]([CH:23]=[CH:24][CH:25]=2)[C:20]([O:22][CH2:28][CH3:29])=[O:21])(=[O:15])=[O:16])=[CH:12][CH:13]=1, predict the reactants needed to synthesize it. The reactants are: S(Cl)(Cl)=O.[NH2:5][C:6]([CH3:27])([CH3:26])[CH2:7][C:8]1[CH:13]=[CH:12][C:11]([S:14]([C:17]2[CH:18]=[C:19]([CH:23]=[CH:24][CH:25]=2)[C:20]([OH:22])=[O:21])(=[O:16])=[O:15])=[CH:10][CH:9]=1.[CH2:28](O)[CH3:29].